From a dataset of Forward reaction prediction with 1.9M reactions from USPTO patents (1976-2016). Predict the product of the given reaction. (1) Given the reactants [CH:1]1([C:4]2(O)[C:10]3[CH:11]=[CH:12][CH:13]=[N:14][C:9]=3[CH2:8][O:7][C:6]3[CH:15]=[CH:16][CH:17]=[CH:18][C:5]2=3)[CH2:3][CH2:2]1.P(Br)(Br)[Br:21].[Cl-].[Cl-].[Cl-].[Al+3].[C:28](Cl)(=[O:30])[CH3:29], predict the reaction product. The product is: [Br:21][CH2:3][CH2:2][CH:1]=[C:4]1[C:10]2[CH:11]=[CH:12][CH:13]=[N:14][C:9]=2[CH2:8][O:7][C:6]2[CH:15]=[CH:16][C:17]([C:28](=[O:30])[CH3:29])=[CH:18][C:5]1=2. (2) Given the reactants [CH2:1]([O:8][C:9](=[O:25])[NH:10][C@@H:11]1[C:20]2[C:15](=[CH:16][CH:17]=[C:18]([O:21][CH3:22])[N:19]=2)[NH:14][C@H:13]([CH2:23][CH3:24])[CH2:12]1)[C:2]1[CH:7]=[CH:6][CH:5]=[CH:4][CH:3]=1.N1C=CC=CC=1.Cl[C:33]([O:35][CH2:36][CH3:37])=[O:34].C(O)(=O)CC(CC(O)=O)(C(O)=O)O, predict the reaction product. The product is: [CH2:36]([O:35][C:33]([N:14]1[C:15]2[C:20](=[N:19][C:18]([O:21][CH3:22])=[CH:17][CH:16]=2)[C@@H:11]([NH:10][C:9]([O:8][CH2:1][C:2]2[CH:7]=[CH:6][CH:5]=[CH:4][CH:3]=2)=[O:25])[CH2:12][C@H:13]1[CH2:23][CH3:24])=[O:34])[CH3:37]. (3) Given the reactants [C:1](N1C=CN=C1)(N1C=CN=C1)=[O:2].[NH2:13][CH2:14][CH2:15][CH2:16][NH:17][C:18](=[O:24])[O:19][C:20]([CH3:23])([CH3:22])[CH3:21].C(N(C(C)C)C(C)C)C.S(=O)(=O)(O)O.[NH2:39][C:40]1[CH:41]=[N:42][N:43]([CH3:46])[C:44]=1[NH2:45], predict the reaction product. The product is: [NH2:45][C:44]1[N:43]([CH3:46])[N:42]=[CH:41][C:40]=1[NH:39][C:1]([NH:13][CH2:14][CH2:15][CH2:16][NH:17][C:18]([O:19][C:20]([CH3:21])([CH3:23])[CH3:22])=[O:24])=[O:2]. (4) Given the reactants [Cl:1][C:2]1[C:3]([F:31])=[C:4]([CH:8]2[C:12]([C:15]3[CH:20]=[CH:19][C:18]([Cl:21])=[CH:17][C:16]=3[F:22])([C:13]#[N:14])[CH:11]([CH2:23][C:24]([CH3:27])([CH3:26])[CH3:25])[NH:10][CH:9]2[C:28]([OH:30])=O)[CH:5]=[CH:6][CH:7]=1.[C:32]([O:36][C:37]([N:39]1[CH2:44][CH2:43][C:42]([CH2:46][N:47]2[CH:51]=[CH:50][C:49]([NH2:52])=[N:48]2)([OH:45])[CH2:41][CH2:40]1)=[O:38])([CH3:35])([CH3:34])[CH3:33].CCN(C(C)C)C(C)C, predict the reaction product. The product is: [C:32]([O:36][C:37]([N:39]1[CH2:40][CH2:41][C:42]([CH2:46][N:47]2[CH:51]=[CH:50][C:49]([NH:52][C:28]([C@H:9]3[C@H:8]([C:4]4[CH:5]=[CH:6][CH:7]=[C:2]([Cl:1])[C:3]=4[F:31])[C@:12]([C:15]4[CH:20]=[CH:19][C:18]([Cl:21])=[CH:17][C:16]=4[F:22])([C:13]#[N:14])[C@H:11]([CH2:23][C:24]([CH3:26])([CH3:25])[CH3:27])[NH:10]3)=[O:30])=[N:48]2)([OH:45])[CH2:43][CH2:44]1)=[O:38])([CH3:35])([CH3:33])[CH3:34]. (5) Given the reactants C([O-])=O.[NH4+].C([CH2:12][CH2:13][CH2:14][NH:15][CH2:16][C:17]([O:19][CH2:20][CH3:21])=[O:18])C1C=CC=CC=1, predict the reaction product. The product is: [CH2:14]([NH:15][CH2:16][C:17]([O:19][CH2:20][CH3:21])=[O:18])[CH2:13][CH3:12]. (6) Given the reactants Br[C:2]1[CH:7]=[CH:6][C:5]([O:8][CH2:9][CH2:10][CH2:11][CH2:12][CH2:13][CH3:14])=[CH:4][CH:3]=1.C([Li])CCC.C([O:23][B:24](OC(C)C)[O:25]C(C)C)(C)C, predict the reaction product. The product is: [CH2:9]([O:8][C:5]1[CH:6]=[CH:7][C:2]([B:24]([OH:25])[OH:23])=[CH:3][CH:4]=1)[CH2:10][CH2:11][CH2:12][CH2:13][CH3:14].